Predict the reactants needed to synthesize the given product. From a dataset of Full USPTO retrosynthesis dataset with 1.9M reactions from patents (1976-2016). (1) Given the product [CH3:6][O:7][C:8]1[CH:9]=[C:10](/[CH:20]=[CH:21]/[C:22]([N:24]2[CH2:28][CH:27]([C:29]3[CH:30]=[CH:31][CH:32]=[CH:33][CH:34]=3)[CH:26]([C:35]#[N:36])[CH2:25]2)=[O:23])[CH:11]=[CH:12][C:13]=1[N:14]1[CH:18]=[C:17]([CH3:19])[N:16]=[CH:15]1, predict the reactants needed to synthesize it. The reactants are: C1COCC1.[CH3:6][O:7][C:8]1[CH:9]=[C:10]([CH:20]=[CH:21][C:22]([N:24]2[CH2:28][CH:27]([C:29]3[CH:34]=[CH:33][CH:32]=[CH:31][CH:30]=3)[CH:26](/[CH:35]=[N:36]/O)[CH2:25]2)=[O:23])[CH:11]=[CH:12][C:13]=1[N:14]1[CH:18]=[C:17]([CH3:19])[N:16]=[CH:15]1.C1N=CN(C(N2C=NC=C2)=O)C=1.C(=O)(O)[O-].[Na+]. (2) The reactants are: [C:1]([C:4]1[CH:12]=[C:11]([C:13]2[CH:18]=[CH:17][N:16]=[CH:15][CH:14]=2)[CH:10]=[C:9]2[C:5]=1[CH2:6][CH2:7][N:8]2[C:19](=[O:36])[C@@H:20]([NH:28]C(=O)OC(C)(C)C)[CH2:21][C:22]1[CH:27]=[CH:26][CH:25]=[CH:24][CH:23]=1)(=[O:3])[NH2:2].C(O)(C(F)(F)F)=O. Given the product [NH2:28][C@@H:20]([CH2:21][C:22]1[CH:23]=[CH:24][CH:25]=[CH:26][CH:27]=1)[C:19]([N:8]1[C:9]2[CH:10]=[C:11]([C:13]3[CH:18]=[CH:17][N:16]=[CH:15][CH:14]=3)[CH:12]=[C:4]([C:1]([NH2:2])=[O:3])[C:5]=2[CH2:6][CH2:7]1)=[O:36], predict the reactants needed to synthesize it. (3) The reactants are: C1(P(C2C=CC=CC=2)C2C=CC=CC=2)C=CC=CC=1.[Br:20]Br.O[CH2:23][CH2:24][CH2:25][C@H:26]1[CH2:30][O:29][C:28]([CH3:32])([CH3:31])[N:27]1[C:33]([O:35][C:36]([CH3:39])([CH3:38])[CH3:37])=[O:34].[Br].C1(P(C2C=CC=CC=2)C2C=CC=CC=2)C=CC=CC=1. Given the product [Br:20][CH2:23][CH2:24][CH2:25][C@H:26]1[CH2:30][O:29][C:28]([CH3:32])([CH3:31])[N:27]1[C:33]([O:35][C:36]([CH3:39])([CH3:38])[CH3:37])=[O:34], predict the reactants needed to synthesize it. (4) Given the product [CH2:13]([S:20][C:2]1[CH:9]=[CH:8][C:7]([CH3:10])=[CH:6][C:3]=1[C:4]#[N:5])[CH3:12], predict the reactants needed to synthesize it. The reactants are: F[C:2]1[CH:9]=[CH:8][C:7]([CH3:10])=[CH:6][C:3]=1[C:4]#[N:5].Cl[C:12]1C=C(Cl)C=C(C)[C:13]=1[S:20](CC)(=O)=O. (5) Given the product [NH2:1][C:4]1[CH:5]=[C:6]2[C:12]([C:13]3[CH:14]=[C:15]([N:19]4[CH2:20][CH2:21][N:22]([C:25]([O:27][C:28]([CH3:31])([CH3:30])[CH3:29])=[O:26])[CH2:23][CH2:24]4)[CH:16]=[CH:17][CH:18]=3)=[N:11][NH:10][C:7]2=[N:8][CH:9]=1, predict the reactants needed to synthesize it. The reactants are: [N+:1]([C:4]1[CH:5]=[C:6]2[C:12]([C:13]3[CH:14]=[C:15]([N:19]4[CH2:24][CH2:23][N:22]([C:25]([O:27][C:28]([CH3:31])([CH3:30])[CH3:29])=[O:26])[CH2:21][CH2:20]4)[CH:16]=[CH:17][CH:18]=3)=[N:11][NH:10][C:7]2=[N:8][CH:9]=1)([O-])=O.[H][H]. (6) Given the product [F:30][C:21]1[CH:20]=[CH:25][C:24]([S:26]([CH3:29])(=[O:28])=[O:27])=[CH:23][C:22]=1[C:6]1[CH:5]=[C:4]([CH3:17])[C:3](=[O:18])[N:2]([CH3:1])[CH:7]=1, predict the reactants needed to synthesize it. The reactants are: [CH3:1][N:2]1[CH:7]=[C:6](B2OC(C)(C)C(C)(C)O2)[CH:5]=[C:4]([CH3:17])[C:3]1=[O:18].Br[C:20]1[CH:25]=[C:24]([S:26]([CH3:29])(=[O:28])=[O:27])[CH:23]=[CH:22][C:21]=1[F:30].[F-].[Cs+].